This data is from Merck oncology drug combination screen with 23,052 pairs across 39 cell lines. The task is: Regression. Given two drug SMILES strings and cell line genomic features, predict the synergy score measuring deviation from expected non-interaction effect. (1) Drug 1: O=C(NOCC(O)CO)c1ccc(F)c(F)c1Nc1ccc(I)cc1F. Drug 2: Cc1nc(Nc2ncc(C(=O)Nc3c(C)cccc3Cl)s2)cc(N2CCN(CCO)CC2)n1. Cell line: LOVO. Synergy scores: synergy=47.8. (2) Drug 1: NC1CCCCC1N.O=C(O)C(=O)O.[Pt+2]. Drug 2: Cn1cc(-c2cnn3c(N)c(Br)c(C4CCCNC4)nc23)cn1. Cell line: NCIH23. Synergy scores: synergy=-1.66. (3) Drug 1: CC1CC2C3CCC4=CC(=O)C=CC4(C)C3(F)C(O)CC2(C)C1(O)C(=O)CO. Drug 2: NC1(c2ccc(-c3nc4ccn5c(=O)[nH]nc5c4cc3-c3ccccc3)cc2)CCC1. Cell line: CAOV3. Synergy scores: synergy=64.5.